From a dataset of Forward reaction prediction with 1.9M reactions from USPTO patents (1976-2016). Predict the product of the given reaction. (1) Given the reactants CS(O[CH2:6][CH2:7][O:8][C:9]1[CH:14]=[CH:13][C:12]([CH2:15][N:16]([C:31]([O:33][C:34]([CH3:37])([CH3:36])[CH3:35])=[O:32])[CH2:17][C@H:18]([OH:30])[C:19]2[C:27]3[S:26][C:25](=[O:28])[NH:24][C:23]=3[C:22]([OH:29])=[CH:21][CH:20]=2)=[CH:11][CH:10]=1)(=O)=O.FC(F)(F)C(O)=O.[CH:45]([C:48]1[S:49][CH:50]=[C:51]([C:53]([N:55]2[CH2:60][C:59]3([CH2:65][CH2:64][NH:63][CH2:62][CH2:61]3)[O:58][CH2:57][CH2:56]2)=[O:54])[N:52]=1)([CH3:47])[CH3:46].C(N(CC)CC)C, predict the reaction product. The product is: [OH:30][C@H:18]([C:19]1[C:27]2[S:26][C:25](=[O:28])[NH:24][C:23]=2[C:22]([OH:29])=[CH:21][CH:20]=1)[CH2:17][N:16]([CH2:15][C:12]1[CH:11]=[CH:10][C:9]([O:8][CH2:7][CH2:6][N:63]2[CH2:62][CH2:61][C:59]3([O:58][CH2:57][CH2:56][N:55]([C:53]([C:51]4[N:52]=[C:48]([CH:45]([CH3:47])[CH3:46])[S:49][CH:50]=4)=[O:54])[CH2:60]3)[CH2:65][CH2:64]2)=[CH:14][CH:13]=1)[C:31](=[O:32])[O:33][C:34]([CH3:37])([CH3:35])[CH3:36]. (2) Given the reactants [CH3:1][C:2]1[C:3]([CH:8]([NH2:10])[CH3:9])=[N:4][CH:5]=[CH:6][CH:7]=1.[O:11]=[C:12]1[C:20]2[C:15](=[CH:16][CH:17]=[CH:18][CH:19]=2)[C:14](=[O:21])[N:13]1[CH2:22][CH2:23][CH2:24][CH:25]=O.[BH-](O[C:37]([CH3:39])=O)(OC(C)=O)OC(C)=O.[Na+], predict the reaction product. The product is: [CH3:1][C:2]1[C:3]([CH:8]([N:10]([CH:39]2[C:37]3[N:4]=[CH:5][CH:6]=[CH:7][C:2]=3[CH2:3][CH2:8][CH2:9]2)[CH2:25][CH2:24][CH2:23][CH2:22][N:13]2[C:14](=[O:21])[C:15]3[C:20](=[CH:19][CH:18]=[CH:17][CH:16]=3)[C:12]2=[O:11])[CH3:9])=[N:4][CH:5]=[CH:6][CH:7]=1. (3) Given the reactants [C:1]([C:5]1[CH:6]=[C:7]([CH:12]=[CH:13][C:14]=1[O:15][CH3:16])[C:8]([O:10]C)=[O:9])([CH3:4])([CH3:3])[CH3:2].CO.O.Cl, predict the reaction product. The product is: [C:1]([C:5]1[CH:6]=[C:7]([CH:12]=[CH:13][C:14]=1[O:15][CH3:16])[C:8]([OH:10])=[O:9])([CH3:4])([CH3:2])[CH3:3]. (4) Given the reactants [CH3:1][C:2]1[C:6]([C:7]2[C:8]([C:15]3[CH:20]=[CH:19][C:18]([O:21]C)=[CH:17][CH:16]=3)=[N:9][N:10]([CH3:14])[C:11]=2[CH:12]=[O:13])=[C:5]([CH3:23])[O:4][N:3]=1.Cl.NO.N1C=CC=CC=1.Cl, predict the reaction product. The product is: [CH3:1][C:2]1[C:6]([C:7]2[C:8]([C:15]3[CH:20]=[CH:19][C:18]([OH:21])=[CH:17][CH:16]=3)=[N:9][N:10]([CH3:14])[C:11]=2[CH2:12][OH:13])=[C:5]([CH3:23])[O:4][N:3]=1. (5) The product is: [CH2:17]([N:8]1[C:9]2[C:5](=[CH:4][CH:3]=[C:2]([Br:1])[CH:10]=2)[CH:6]=[CH:7]1)[CH:16]=[CH2:15]. Given the reactants [Br:1][C:2]1[CH:10]=[C:9]2[C:5]([CH:6]=[CH:7][NH:8]2)=[CH:4][CH:3]=1.[H-].[Na+].[H][H].[CH2:15](Br)[CH:16]=[CH2:17], predict the reaction product.